From a dataset of Peptide-MHC class II binding affinity with 134,281 pairs from IEDB. Regression. Given a peptide amino acid sequence and an MHC pseudo amino acid sequence, predict their binding affinity value. This is MHC class II binding data. (1) The peptide sequence is DKFYDCLKNSADTISSYF. The MHC is DRB3_0101 with pseudo-sequence DRB3_0101. The binding affinity (normalized) is 0.241. (2) The peptide sequence is RTLILLMLTNPTKRN. The MHC is H-2-IAb with pseudo-sequence H-2-IAb. The binding affinity (normalized) is 0. (3) The binding affinity (normalized) is 0.0269. The MHC is HLA-DQA10501-DQB10201 with pseudo-sequence HLA-DQA10501-DQB10201. The peptide sequence is IIFSQNMNIKLKMPL. (4) The peptide sequence is SRGNRAFIAINLQKN. The MHC is DRB5_0101 with pseudo-sequence DRB5_0101. The binding affinity (normalized) is 0.635. (5) The peptide sequence is EKKEFAATQFEPLAA. The MHC is HLA-DQA10501-DQB10201 with pseudo-sequence HLA-DQA10501-DQB10201. The binding affinity (normalized) is 0.453. (6) The peptide sequence is YDTLGTLCNSTEDGP. The MHC is DRB1_0101 with pseudo-sequence DRB1_0101. The binding affinity (normalized) is 0.209.